Predict the reactants needed to synthesize the given product. From a dataset of Full USPTO retrosynthesis dataset with 1.9M reactions from patents (1976-2016). (1) Given the product [CH3:1][O:2][C:3]([C:4]1[CH:5]=[C:6]2[C:7]([CH:10]=[C:11]([C:12]3[C:17]([Cl:18])=[CH:16][C:15]([N:19]4[CH2:24][CH2:23][O:22][CH2:21][CH2:20]4)=[CH:14][C:13]=3[Cl:25])[NH:26]2)=[CH:8][CH:9]=1)=[O:29], predict the reactants needed to synthesize it. The reactants are: [CH3:1][O:2][C:3](=[O:29])[C:4]1[CH:9]=[CH:8][C:7](/[CH:10]=[CH:11]/[C:12]2[C:17]([Cl:18])=[CH:16][C:15]([N:19]3[CH2:24][CH2:23][O:22][CH2:21][CH2:20]3)=[CH:14][C:13]=2[Cl:25])=[C:6]([N+:26]([O-])=O)[CH:5]=1. (2) Given the product [NH2:29][C:30]1[CH:35]=[CH:34][C:33]([C:13]2[N:14]=[C:9]([N:3]3[CH2:4][CH:5]4[O:8][CH:1]([CH2:7][CH2:6]4)[CH2:2]3)[N:10]=[C:11]([N:16]3[CH2:21][CH2:20][N:19]([C:22]([O:24][C:25]([CH3:26])([CH3:27])[CH3:28])=[O:23])[CH2:18][CH2:17]3)[N:12]=2)=[CH:32][CH:31]=1, predict the reactants needed to synthesize it. The reactants are: [CH:1]12[O:8][CH:5]([CH2:6][CH2:7]1)[CH2:4][N:3]([C:9]1[N:14]=[C:13](Cl)[N:12]=[C:11]([N:16]3[CH2:21][CH2:20][N:19]([C:22]([O:24][C:25]([CH3:28])([CH3:27])[CH3:26])=[O:23])[CH2:18][CH2:17]3)[N:10]=1)[CH2:2]2.[NH2:29][C:30]1[CH:35]=[CH:34][C:33](B(O)O)=[CH:32][CH:31]=1.C(O)C.C1(C)C=CC=CC=1. (3) Given the product [C:11]([O:10][C:8](=[O:9])[CH2:7][N:6]1[C:5]2[CH:15]=[CH:16][CH:17]=[CH:18][C:4]=2[N:3]=[C:2]1[S:1][CH2:27][CH2:26][CH2:25][CH2:24][CH2:23][C:22]([O:21][CH2:19][CH3:20])=[O:29])([CH3:13])([CH3:14])[CH3:12], predict the reactants needed to synthesize it. The reactants are: [SH:1][C:2]1[N:6]([CH2:7][C:8]([O:10][C:11]([CH3:14])([CH3:13])[CH3:12])=[O:9])[C:5]2[CH:15]=[CH:16][CH:17]=[CH:18][C:4]=2[N:3]=1.[CH2:19]([O:21][C:22](=[O:29])[CH2:23][CH2:24][CH2:25][CH2:26][CH2:27]Br)[CH3:20].C([O-])([O-])=O.[K+].[K+]. (4) Given the product [Cl:1][C:2]1[N:7]=[N:6][C:5]([NH:8][C:25](=[O:26])[CH2:24][C:18]2[CH:23]=[CH:22][CH:21]=[CH:20][CH:19]=2)=[CH:4][CH:3]=1, predict the reactants needed to synthesize it. The reactants are: [Cl:1][C:2]1[N:7]=[N:6][C:5]([NH2:8])=[CH:4][CH:3]=1.CCN(C(C)C)C(C)C.[C:18]1([CH2:24][C:25](Cl)=[O:26])[CH:23]=[CH:22][CH:21]=[CH:20][CH:19]=1. (5) Given the product [F:1][C:2]1[CH:7]=[CH:6][C:5]([C:8]2[O:9][C:10]3[CH:21]=[CH:20][C:19]([C:22]4[CH:27]=[CH:26][CH:25]=[C:24]([C:28](=[O:39])[NH:29][C:30]([C:33]5[CH:34]=[CH:35][CH:36]=[CH:37][CH:38]=5)([CH3:32])[CH3:31])[CH:23]=4)=[C:18]([N+:40]([O-:42])=[O:41])[C:11]=3[C:12]=2[C:13]([NH:75][CH3:74])=[O:15])=[CH:4][CH:3]=1, predict the reactants needed to synthesize it. The reactants are: [F:1][C:2]1[CH:7]=[CH:6][C:5]([C:8]2[O:9][C:10]3[CH:21]=[CH:20][C:19]([C:22]4[CH:27]=[CH:26][CH:25]=[C:24]([C:28](=[O:39])[NH:29][C:30]([C:33]5[CH:38]=[CH:37][CH:36]=[CH:35][CH:34]=5)([CH3:32])[CH3:31])[CH:23]=4)=[C:18]([N+:40]([O-:42])=[O:41])[C:11]=3[C:12]=2[C:13]([O:15]CC)=O)=[CH:4][CH:3]=1.[OH-].[Na+].C(Cl)CCl.FC1C=CC(C2OC3C=CC(C4C=CC=C([C:74](=O)[NH:75]C(C5C=CC=CC=5)(C)C)C=4)=C([N+]([O-])=O)C=3C=2C(O)=O)=CC=1.CN.ON1C2N=CC=CC=2N=N1.CCN(C(C)C)C(C)C. (6) Given the product [CH2:1]([O:3][C:4]([N:6]1[CH2:11][CH2:10][CH:9]([C:12]2[C:20]3[C:15](=[CH:16][C:17]([F:21])=[CH:18][CH:19]=3)[N:14]([CH2:23][C:24]3[CH:28]=[CH:27][O:26][CH:25]=3)[CH:13]=2)[CH2:8][CH2:7]1)=[O:5])[CH3:2], predict the reactants needed to synthesize it. The reactants are: [CH2:1]([O:3][C:4]([N:6]1[CH2:11][CH2:10][CH:9]([C:12]2[C:20]3[C:15](=[CH:16][C:17]([F:21])=[CH:18][CH:19]=3)[NH:14][CH:13]=2)[CH2:8][CH2:7]1)=[O:5])[CH3:2].Br[CH2:23][C:24]1[CH:28]=[CH:27][O:26][CH:25]=1. (7) Given the product [Cl:17][C:18]1[CH:19]=[C:20]([N:29]([CH2:30][C:31]2[CH:32]=[CH:33][C:34]([O:37][CH3:38])=[CH:35][CH:36]=2)[C:39]2[CH:44]=[CH:43][CH:42]=[CH:41][N:40]=2)[C:21]2[N:22]([C:24]([C:27]#[N:28])=[CH:25][N:26]=2)[N:23]=1, predict the reactants needed to synthesize it. The reactants are: COC1C=CC(CNC2C=CC=CN=2)=CC=1.[Cl:17][C:18]1[CH:19]=[C:20]([N:29]([C:39]2[CH:44]=[CH:43][C:42](OC)=[CH:41][N:40]=2)[CH2:30][C:31]2[CH:36]=[CH:35][C:34]([O:37][CH3:38])=[CH:33][CH:32]=2)[C:21]2[N:22]([C:24]([C:27]#[N:28])=[CH:25][N:26]=2)[N:23]=1. (8) Given the product [ClH:23].[N:1]1[C:10]2[C:5](=[CH:6][CH:7]=[CH:8][CH:9]=2)[CH:4]=[CH:3][C:2]=1[N:11]1[CH2:12][CH:13]([NH2:15])[CH2:14]1, predict the reactants needed to synthesize it. The reactants are: [N:1]1[C:10]2[C:5](=[CH:6][CH:7]=[CH:8][CH:9]=2)[CH:4]=[CH:3][C:2]=1[N:11]1[CH2:14][CH:13]([NH:15]C(=O)OC(C)(C)C)[CH2:12]1.[ClH:23]. (9) Given the product [CH3:25][N:26]([CH3:27])[C:10](=[O:12])[C:9]1[CH:13]=[C:14]([N+:16]([O-:18])=[O:17])[CH:15]=[C:7]([N:4]2[CH2:3][CH2:2][O:1][CH2:6][CH2:5]2)[CH:8]=1, predict the reactants needed to synthesize it. The reactants are: [O:1]1[CH2:6][CH2:5][N:4]([C:7]2[CH:8]=[C:9]([CH:13]=[C:14]([N+:16]([O-:18])=[O:17])[CH:15]=2)[C:10]([OH:12])=O)[CH2:3][CH2:2]1.C(Cl)(=O)C(Cl)=O.[CH3:25][NH:26][CH3:27].C1COCC1.C(N(CC)CC)C. (10) Given the product [CH3:1][O:2][C:3](=[O:13])[C:4]1[CH:9]=[C:8]([F:10])[C:7]([N:16]([CH3:17])[CH3:15])=[CH:6][C:5]=1[Cl:12], predict the reactants needed to synthesize it. The reactants are: [CH3:1][O:2][C:3](=[O:13])[C:4]1[CH:9]=[C:8]([F:10])[C:7](F)=[CH:6][C:5]=1[Cl:12].Cl.[CH3:15][NH:16][CH3:17].C(=O)([O-])[O-].[K+].[K+].